This data is from NCI-60 drug combinations with 297,098 pairs across 59 cell lines. The task is: Regression. Given two drug SMILES strings and cell line genomic features, predict the synergy score measuring deviation from expected non-interaction effect. (1) Cell line: NCI-H460. Synergy scores: CSS=3.75, Synergy_ZIP=-0.0272, Synergy_Bliss=0.592, Synergy_Loewe=-13.2, Synergy_HSA=-5.48. Drug 2: C1C(C(OC1N2C=NC3=C(N=C(N=C32)Cl)N)CO)O. Drug 1: C1=CC(=CC=C1C#N)C(C2=CC=C(C=C2)C#N)N3C=NC=N3. (2) Drug 1: CCC1(CC2CC(C3=C(CCN(C2)C1)C4=CC=CC=C4N3)(C5=C(C=C6C(=C5)C78CCN9C7C(C=CC9)(C(C(C8N6C=O)(C(=O)OC)O)OC(=O)C)CC)OC)C(=O)OC)O.OS(=O)(=O)O. Drug 2: CC1=C(N=C(N=C1N)C(CC(=O)N)NCC(C(=O)N)N)C(=O)NC(C(C2=CN=CN2)OC3C(C(C(C(O3)CO)O)O)OC4C(C(C(C(O4)CO)O)OC(=O)N)O)C(=O)NC(C)C(C(C)C(=O)NC(C(C)O)C(=O)NCCC5=NC(=CS5)C6=NC(=CS6)C(=O)NCCC[S+](C)C)O. Cell line: RPMI-8226. Synergy scores: CSS=-3.57, Synergy_ZIP=-4.04, Synergy_Bliss=-14.1, Synergy_Loewe=-8.82, Synergy_HSA=-11.3. (3) Drug 1: CC1=CC2C(CCC3(C2CCC3(C(=O)C)OC(=O)C)C)C4(C1=CC(=O)CC4)C. Drug 2: C1=C(C(=O)NC(=O)N1)F. Cell line: SF-539. Synergy scores: CSS=39.7, Synergy_ZIP=-6.31, Synergy_Bliss=-13.0, Synergy_Loewe=-21.7, Synergy_HSA=-13.0. (4) Drug 1: CCCS(=O)(=O)NC1=C(C(=C(C=C1)F)C(=O)C2=CNC3=C2C=C(C=N3)C4=CC=C(C=C4)Cl)F. Drug 2: C1=NC2=C(N1)C(=S)N=CN2. Cell line: SK-MEL-28. Synergy scores: CSS=22.7, Synergy_ZIP=-5.26, Synergy_Bliss=-9.95, Synergy_Loewe=-25.0, Synergy_HSA=-9.97. (5) Drug 1: C1=CC(=C2C(=C1NCCNCCO)C(=O)C3=C(C=CC(=C3C2=O)O)O)NCCNCCO. Drug 2: CC(C)NC(=O)C1=CC=C(C=C1)CNNC.Cl. Cell line: EKVX. Synergy scores: CSS=15.8, Synergy_ZIP=0.993, Synergy_Bliss=2.68, Synergy_Loewe=-29.7, Synergy_HSA=2.39. (6) Drug 1: CC1=C(C(CCC1)(C)C)C=CC(=CC=CC(=CC(=O)O)C)C. Drug 2: B(C(CC(C)C)NC(=O)C(CC1=CC=CC=C1)NC(=O)C2=NC=CN=C2)(O)O. Cell line: LOX IMVI. Synergy scores: CSS=35.4, Synergy_ZIP=-2.25, Synergy_Bliss=-4.30, Synergy_Loewe=-38.0, Synergy_HSA=-4.91.